This data is from Forward reaction prediction with 1.9M reactions from USPTO patents (1976-2016). The task is: Predict the product of the given reaction. (1) Given the reactants C(O)(=O)C.Br.[CH2:6]([C:8]1[CH:13]=[C:12](CC#N)[CH:11]=[CH:10][C:9]=1[C:17]1[CH:22]=[CH:21][C:20]([O:23]C)=[CH:19][CH:18]=1)[CH3:7].[C:25]([O:28][CH2:29]C)(=[O:27])[CH3:26], predict the reaction product. The product is: [CH2:6]([C:8]1[CH:13]=[C:12]([CH2:26][C:25]([O:28][CH3:29])=[O:27])[CH:11]=[CH:10][C:9]=1[C:17]1[CH:18]=[CH:19][C:20]([OH:23])=[CH:21][CH:22]=1)[CH3:7]. (2) Given the reactants O.[OH-].[Li+].[F:4][C:5]1[CH:6]=[C:7]([C:12]2[CH:17]=[CH:16][C:15]([C:18]([NH:20][C@@H:21]([C:29]([O:31]C)=[O:30])[C@H:22]([CH3:28])[O:23][C:24]([CH3:27])([CH3:26])[CH3:25])=[O:19])=[C:14]([NH:33][C:34]([NH:36][C:37]3[C:42]([CH3:43])=[CH:41][C:40]([CH3:44])=[CH:39][C:38]=3[CH3:45])=[O:35])[CH:13]=2)[CH:8]=[CH:9][C:10]=1[F:11].O.Cl, predict the reaction product. The product is: [F:4][C:5]1[CH:6]=[C:7]([C:12]2[CH:17]=[CH:16][C:15]([C:18]([NH:20][C@@H:21]([C:29]([OH:31])=[O:30])[C@H:22]([CH3:28])[O:23][C:24]([CH3:25])([CH3:26])[CH3:27])=[O:19])=[C:14]([NH:33][C:34]([NH:36][C:37]3[C:38]([CH3:45])=[CH:39][C:40]([CH3:44])=[CH:41][C:42]=3[CH3:43])=[O:35])[CH:13]=2)[CH:8]=[CH:9][C:10]=1[F:11]. (3) Given the reactants P(Cl)(Cl)([Cl:3])=O.[Cl:6][C:7]1[CH:8]=[C:9]2[C:14](=[CH:15][CH:16]=1)[NH:13][C:12](=O)[CH:11]=[CH:10]2, predict the reaction product. The product is: [Cl:3][C:12]1[CH:11]=[CH:10][C:9]2[C:14](=[CH:15][CH:16]=[C:7]([Cl:6])[CH:8]=2)[N:13]=1.